From a dataset of Peptide-MHC class II binding affinity with 134,281 pairs from IEDB. Regression. Given a peptide amino acid sequence and an MHC pseudo amino acid sequence, predict their binding affinity value. This is MHC class II binding data. The peptide sequence is LSSNDLAKYKANWIE. The MHC is DRB1_0405 with pseudo-sequence DRB1_0405. The binding affinity (normalized) is 0.242.